Dataset: NCI-60 drug combinations with 297,098 pairs across 59 cell lines. Task: Regression. Given two drug SMILES strings and cell line genomic features, predict the synergy score measuring deviation from expected non-interaction effect. (1) Drug 1: C1CN1P(=S)(N2CC2)N3CC3. Drug 2: CNC(=O)C1=NC=CC(=C1)OC2=CC=C(C=C2)NC(=O)NC3=CC(=C(C=C3)Cl)C(F)(F)F. Cell line: NCI/ADR-RES. Synergy scores: CSS=14.6, Synergy_ZIP=-7.90, Synergy_Bliss=-5.83, Synergy_Loewe=-21.5, Synergy_HSA=-5.59. (2) Drug 1: CC1CCC2CC(C(=CC=CC=CC(CC(C(=O)C(C(C(=CC(C(=O)CC(OC(=O)C3CCCCN3C(=O)C(=O)C1(O2)O)C(C)CC4CCC(C(C4)OC)OCCO)C)C)O)OC)C)C)C)OC. Drug 2: C1=CC=C(C(=C1)C(C2=CC=C(C=C2)Cl)C(Cl)Cl)Cl. Cell line: SK-OV-3. Synergy scores: CSS=15.2, Synergy_ZIP=-3.63, Synergy_Bliss=-3.70, Synergy_Loewe=-56.2, Synergy_HSA=-2.44. (3) Drug 1: COC1=CC(=CC(=C1O)OC)C2C3C(COC3=O)C(C4=CC5=C(C=C24)OCO5)OC6C(C(C7C(O6)COC(O7)C8=CC=CS8)O)O. Drug 2: C1=CC(=CC=C1CCCC(=O)O)N(CCCl)CCCl. Cell line: HCT116. Synergy scores: CSS=71.3, Synergy_ZIP=-6.81, Synergy_Bliss=-5.79, Synergy_Loewe=-6.80, Synergy_HSA=-2.25.